This data is from Forward reaction prediction with 1.9M reactions from USPTO patents (1976-2016). The task is: Predict the product of the given reaction. (1) Given the reactants [CH:1]1([C:4]2[O:8][N:7]=[C:6]([C:9]3[CH:14]=[CH:13][CH:12]=[CH:11][C:10]=3[CH3:15])[C:5]=2[CH2:16][O:17][CH:18]2[CH2:24][CH:23]3[N:25](C(OC(C)(C)C)=O)[CH:20]([CH2:21][CH2:22]3)[CH2:19]2)[CH2:3][CH2:2]1, predict the reaction product. The product is: [CH:23]12[NH:25][CH:20]([CH2:21][CH2:22]1)[CH2:19][CH:18]([O:17][CH2:16][C:5]1[C:6]([C:9]3[CH:14]=[CH:13][CH:12]=[CH:11][C:10]=3[CH3:15])=[N:7][O:8][C:4]=1[CH:1]1[CH2:2][CH2:3]1)[CH2:24]2. (2) Given the reactants [NH2:1][C:2]1[CH:9]=[CH:8][C:5]([C:6]#[N:7])=[C:4]([C:10]([F:13])([F:12])[F:11])[CH:3]=1.[CH3:14][CH:15]1[CH2:20][C:19](=[O:21])[O:18][C:17](=[O:22])[CH2:16]1, predict the reaction product. The product is: [C:6]([C:5]1[CH:8]=[CH:9][C:2]([NH:1][C:19](=[O:21])[CH2:20][CH:15]([CH3:14])[CH2:16][C:17]([OH:22])=[O:18])=[CH:3][C:4]=1[C:10]([F:11])([F:12])[F:13])#[N:7]. (3) Given the reactants Cl[C:2]1[CH:10]=[CH:9][C:5]([C:6]([NH2:8])=[O:7])=[C:4]([NH:11][C:12]2[CH:17]=[CH:16][C:15]([N:18]3[CH2:23][CH2:22][N:21]([CH3:24])[CH2:20][CH2:19]3)=[CH:14][CH:13]=2)[N:3]=1.Cl.[CH3:26][C:27]1[N:28]=[C:29]([NH:32][C:33]([NH:35][C@@H:36]2[CH2:41][CH2:40][CH2:39][NH:38][CH2:37]2)=[O:34])[S:30][CH:31]=1.CCN(C(C)C)C(C)C, predict the reaction product. The product is: [CH3:24][N:21]1[CH2:22][CH2:23][N:18]([C:15]2[CH:16]=[CH:17][C:12]([NH:11][C:4]3[N:3]=[C:2]([N:38]4[CH2:39][CH2:40][CH2:41][C@@H:36]([NH:35][C:33]([NH:32][C:29]5[S:30][CH:31]=[C:27]([CH3:26])[N:28]=5)=[O:34])[CH2:37]4)[CH:10]=[CH:9][C:5]=3[C:6]([NH2:8])=[O:7])=[CH:13][CH:14]=2)[CH2:19][CH2:20]1. (4) Given the reactants C(OC(=O)[NH:6][C@@H:7]([C:17]1[S:18][C:19]([CH2:22][NH:23][C:24](=[O:44])[C@H:25]([CH:31]([C:38]2[CH:43]=[CH:42][CH:41]=[CH:40][CH:39]=2)[C:32]2[CH:37]=[CH:36][CH:35]=[CH:34][CH:33]=2)[NH:26][C:27]([O:29][CH3:30])=[O:28])=[CH:20][CH:21]=1)[CH2:8][O:9][Si:10]([C:13]([CH3:16])([CH3:15])[CH3:14])([CH3:12])[CH3:11])C=C.C1([SiH3])C=CC=CC=1.C(OCC)(=O)C.O, predict the reaction product. The product is: [NH2:6][C@@H:7]([C:17]1[S:18][C:19]([CH2:22][NH:23][C:24](=[O:44])[C@H:25]([CH:31]([C:38]2[CH:43]=[CH:42][CH:41]=[CH:40][CH:39]=2)[C:32]2[CH:37]=[CH:36][CH:35]=[CH:34][CH:33]=2)[NH:26][C:27]([O:29][CH3:30])=[O:28])=[CH:20][CH:21]=1)[CH2:8][O:9][Si:10]([C:13]([CH3:14])([CH3:15])[CH3:16])([CH3:12])[CH3:11].